Predict which catalyst facilitates the given reaction. From a dataset of Catalyst prediction with 721,799 reactions and 888 catalyst types from USPTO. (1) Reactant: C(O[C:6](=O)[NH:7][C:8]1[CH:13]=[C:12]([F:14])[C:11]([F:15])=[CH:10][C:9]=1[NH2:16])(C)(C)C.[CH:18]1([CH:24]=O)[CH2:23][CH2:22][CH2:21][CH2:20][CH2:19]1.Cl[C:27]1[CH:28]=[C:29]([CH2:33][C:34]([OH:36])=O)[CH:30]=[CH:31][CH:32]=1.[CH:37]1([N+:43]#[C-])[CH2:42][CH2:41][CH2:40][CH2:39][CH2:38]1.[ClH:45]. Product: [Cl:45][C:22]1[CH:23]=[C:18]([CH:19]=[CH:20][CH:21]=1)[CH2:24][C:6]1[N:7]([CH:33]([CH:29]2[CH2:28][CH2:27][CH2:32][CH2:31][CH2:30]2)[C:34]([NH:43][CH:37]2[CH2:42][CH2:41][CH2:40][CH2:39][CH2:38]2)=[O:36])[C:8]2[CH:13]=[C:12]([F:14])[C:11]([F:15])=[CH:10][C:9]=2[N:16]=1. The catalyst class is: 71. (2) Reactant: C([N:3]1[CH2:7][CH2:6][CH2:5][C:4]1=O)=C.C([N-]C(C)C)(C)C.[Li+].[Br:17][C:18]1[CH:27]=[C:26]([F:28])[CH:25]=[CH:24][C:19]=1C(OC)=O.Cl. Product: [Br:17][C:18]1[CH:27]=[C:26]([F:28])[CH:25]=[CH:24][C:19]=1[C:4]1[CH2:5][CH2:6][CH2:7][N:3]=1. The catalyst class is: 20. (3) The catalyst class is: 79. Product: [C:1]([N:5]1[CH2:6][CH2:7][N:8]([CH:11]([C:18]2[CH:23]=[CH:22][CH:21]=[CH:20][CH:19]=2)[CH:12]2[CH2:13][CH2:14][N:15]([C:32](=[O:33])[CH2:31][CH:30]([C:24]3[CH:29]=[CH:28][CH:27]=[CH:26][CH:25]=3)[C:35]3[CH:40]=[CH:39][CH:38]=[CH:37][CH:36]=3)[CH2:16][CH2:17]2)[CH2:9][CH2:10]1)([CH3:4])([CH3:2])[CH3:3]. Reactant: [C:1]([N:5]1[CH2:10][CH2:9][N:8]([CH:11]([C:18]2[CH:23]=[CH:22][CH:21]=[CH:20][CH:19]=2)[CH:12]2[CH2:17][CH2:16][NH:15][CH2:14][CH2:13]2)[CH2:7][CH2:6]1)([CH3:4])([CH3:3])[CH3:2].[C:24]1([CH:30]([C:35]2[CH:40]=[CH:39][CH:38]=[CH:37][CH:36]=2)[CH2:31][C:32](O)=[O:33])[CH:29]=[CH:28][CH:27]=[CH:26][CH:25]=1.C(Cl)CCl. (4) Reactant: [N:1]1[CH:6]=[CH:5][CH:4]=[C:3]([CH2:7][OH:8])[CH:2]=1.[H-].[Na+].CS(O[CH2:16][C:17]1[CH:22]=[CH:21][CH:20]=[C:19]([O:23][C:24]2[CH:29]=[CH:28][C:27]([CH2:30][N:31]([CH2:48][C:49]3[CH:54]=[CH:53][C:52]([C:55]#[N:56])=[CH:51][CH:50]=3)[C:32]3[CH:37]=[CH:36][CH:35]=[C:34]([N:38](S(C)(=O)=O)[S:39]([CH3:42])(=[O:41])=[O:40])[C:33]=3[CH3:47])=[CH:26][CH:25]=2)[CH:18]=1)(=O)=O.[NH4+].[Cl-]. Product: [C:55]([C:52]1[CH:51]=[CH:50][C:49]([CH2:48][N:31]([CH2:30][C:27]2[CH:28]=[CH:29][C:24]([O:23][C:19]3[CH:20]=[CH:21][CH:22]=[C:17]([CH2:16][O:8][CH2:7][C:3]4[CH:2]=[N:1][CH:6]=[CH:5][CH:4]=4)[CH:18]=3)=[CH:25][CH:26]=2)[C:32]2[C:33]([CH3:47])=[C:34]([NH:38][S:39]([CH3:42])(=[O:41])=[O:40])[CH:35]=[CH:36][CH:37]=2)=[CH:54][CH:53]=1)#[N:56]. The catalyst class is: 3. (5) Reactant: [CH2:1]([N:3]1[CH2:9][CH2:8][C:7]2[CH:10]=[C:11]([N+:14]([O-])=O)[CH:12]=[CH:13][C:6]=2[CH2:5][CH2:4]1)[CH3:2].[H][H]. Product: [CH2:1]([N:3]1[CH2:9][CH2:8][C:7]2[CH:10]=[C:11]([NH2:14])[CH:12]=[CH:13][C:6]=2[CH2:5][CH2:4]1)[CH3:2]. The catalyst class is: 19. (6) Reactant: C([O:3][C:4](=O)[C:5]([F:14])([F:13])[CH2:6][CH2:7][C:8]([O:10][CH2:11][CH3:12])=[O:9])C.[NH3:16]. Product: [CH2:11]([O:10][C:8](=[O:9])[CH2:7][CH2:6][C:5]([C:4](=[O:3])[NH2:16])([F:14])[F:13])[CH3:12]. The catalyst class is: 8. (7) Reactant: [BH4-].[Na+].[CH3:3][O:4][C:5]1[CH:20]=[CH:19][CH:18]=[CH:17][C:6]=1[CH2:7][CH:8]1[C:13]([CH3:15])([CH3:14])[C:12](=[O:16])[CH2:11][CH2:10][NH:9]1.[OH-].[Na+]. Product: [CH3:3][O:4][C:5]1[CH:20]=[CH:19][CH:18]=[CH:17][C:6]=1[CH2:7][CH:8]1[C:13]([CH3:15])([CH3:14])[CH:12]([OH:16])[CH2:11][CH2:10][NH:9]1. The catalyst class is: 5. (8) Reactant: [Cl:1][C:2]1[CH:3]=[CH:4][C:5]([N+:10]([O-:12])=[O:11])=[C:6]([CH:9]=1)[CH2:7]O.CS(Cl)(=O)=O.C(N(CC)CC)C.[NH2:25][CH2:26][C:27]([O:29][CH2:30][CH3:31])=[O:28].C(=O)([O-])O.[Na+]. Product: [Cl:1][C:2]1[CH:3]=[CH:4][C:5]([N+:10]([O-:12])=[O:11])=[C:6]([CH:9]=1)[CH2:7][NH:25][CH2:26][C:27]([O:29][CH2:30][CH3:31])=[O:28]. The catalyst class is: 410. (9) Reactant: N.[F:2][C:3]1[CH:8]=[C:7](F)[N:6]=[C:5]([O:10][CH2:11][CH2:12][N:13]([CH3:15])[CH3:14])[N:4]=1.FC1N=C(OCCN(C)C)C=C(F)[N:18]=1. Product: [CH3:14][N:13]([CH3:15])[CH2:12][CH2:11][O:10][C:5]1[N:6]=[C:7]([NH2:18])[CH:8]=[C:3]([F:2])[N:4]=1. The catalyst class is: 138. (10) Reactant: C([N:4]1[C:12]2[C:7](=[CH:8][C:9]([N+:13]([O-:15])=[O:14])=[CH:10][CH:11]=2)[C:6](=[C:16](OC)[C:17]2[CH:22]=[CH:21][CH:20]=[CH:19][CH:18]=2)[C:5]1=[O:25])(=O)C.[Cl:26][C:27]1[CH:33]=[CH:32][C:30]([NH2:31])=[CH:29][CH:28]=1.N. Product: [Cl:26][C:27]1[CH:33]=[CH:32][C:30]([NH:31]/[C:16](=[C:6]2\[C:5](=[O:25])[NH:4][C:12]3[C:7]\2=[CH:8][C:9]([N+:13]([O-:15])=[O:14])=[CH:10][CH:11]=3)/[C:17]2[CH:22]=[CH:21][CH:20]=[CH:19][CH:18]=2)=[CH:29][CH:28]=1. The catalyst class is: 4.